Task: Predict the reactants needed to synthesize the given product.. Dataset: Full USPTO retrosynthesis dataset with 1.9M reactions from patents (1976-2016) (1) Given the product [NH2:1][C:2]1[NH:7][C:6](=[O:8])[C:5]([CH2:9][NH:10][C:24]([C@H:26]2[CH2:27][CH2:28][C@H:29]([C:32]([O:34][CH3:35])=[O:33])[CH2:30][CH2:31]2)=[O:23])=[N:4][N:3]=1, predict the reactants needed to synthesize it. The reactants are: [NH2:1][C:2]1[NH:7][C:6](=[O:8])[C:5]([CH2:9][NH2:10])=[N:4][N:3]=1.C([O-])(O)=O.[Na+].O=C1CCC(=O)N1[O:23][C:24]([C@H:26]1[CH2:31][CH2:30][C@H:29]([C:32]([O:34][CH3:35])=[O:33])[CH2:28][CH2:27]1)=O.C1COCC1.CC#N. (2) Given the product [Cl:7][C:8]1[C:13]([C:14]2[CH:15]=[CH:16][N:3]=[C:4]([NH2:6])[N:5]=2)=[CH:12][CH:11]=[CH:10][N:9]=1, predict the reactants needed to synthesize it. The reactants are: [Na].Cl.[NH2:3][C:4]([NH2:6])=[NH:5].[Cl:7][C:8]1[C:13]([C:14](=O)/[CH:15]=[CH:16]/N(C)C)=[CH:12][CH:11]=[CH:10][N:9]=1. (3) Given the product [F:10][C:11]1[CH:16]=[CH:15][C:14]([O:20][CH3:21])=[C:13]([C:2]2[N:9]=[CH:8][CH:7]=[CH:6][C:3]=2[C:4]#[N:5])[CH:12]=1, predict the reactants needed to synthesize it. The reactants are: Cl[C:2]1[N:9]=[CH:8][CH:7]=[CH:6][C:3]=1[C:4]#[N:5].[F:10][C:11]1[CH:12]=[CH:13][C:14]([O:20][CH3:21])=[C:15](B(O)O)[CH:16]=1. (4) Given the product [Br:1][C:12]1[N:13]2[CH2:18][CH2:17][CH2:16][C:15](=[O:19])[C:14]2=[C:10]([CH3:9])[N:11]=1, predict the reactants needed to synthesize it. The reactants are: [Br:1]N1C(=O)CCC1=O.[CH3:9][C:10]1[N:11]=[CH:12][N:13]2[CH2:18][CH2:17][CH2:16][C:15](=[O:19])[C:14]=12. (5) Given the product [ClH:1].[ClH:1].[CH2:41]([N:4]([CH2:2][CH3:3])[CH2:5][CH2:6][N:7]([CH2:25][CH2:26][NH:27][CH2:28][CH2:29][C:30]1[C:38]2[S:37][C:36](=[O:39])[NH:35][C:34]=2[C:33]([OH:40])=[CH:32][CH:31]=1)[C:8](=[O:24])[CH2:9][CH2:10][O:11][CH2:12][CH2:13][C:14]1[C:23]2[C:18](=[CH:19][CH:20]=[CH:21][CH:22]=2)[CH:17]=[CH:16][CH:15]=1)[CH3:42], predict the reactants needed to synthesize it. The reactants are: [ClH:1].[CH2:2]([N:4]([CH2:41][CH3:42])[CH2:5][CH2:6][N:7]([CH2:25][CH2:26][NH:27][CH2:28][CH2:29][C:30]1[C:38]2[S:37][C:36](=[O:39])[NH:35][C:34]=2[C:33]([OH:40])=[CH:32][CH:31]=1)[C:8](=[O:24])[CH2:9][CH2:10][O:11][CH2:12][CH2:13][C:14]1[C:23]2[C:18](=[CH:19][CH:20]=[CH:21][CH:22]=2)[CH:17]=[CH:16][CH:15]=1)[CH3:3].C(OCC)C.